This data is from Full USPTO retrosynthesis dataset with 1.9M reactions from patents (1976-2016). The task is: Predict the reactants needed to synthesize the given product. (1) Given the product [NH2:12][O:7][CH2:6][C:5]1[CH:4]=[C:3]([CH2:1][NH2:2])[CH:10]=[CH:9][CH:8]=1, predict the reactants needed to synthesize it. The reactants are: [C:1]([C:3]1[CH:4]=[C:5]([CH:8]=[CH:9][CH:10]=1)[CH2:6][OH:7])#[N:2].O[N:12]1C(=O)C2=CC=CC=C2C1=O.C1(P(C2C=CC=CC=2)C2C=CC=CC=2)C=CC=CC=1.N(C(OCC)=O)=NC(OCC)=O.O.NN.[H-].[Al+3].[Li+].[H-].[H-].[H-]. (2) Given the product [Cl:11][C:12]1[C:13]([CH3:22])=[C:14]([S:18]([NH:8][C:6]2[C:5]([O:9][CH3:10])=[N:4][CH:3]=[C:2]([Cl:1])[N:7]=2)(=[O:20])=[O:19])[CH:15]=[CH:16][CH:17]=1, predict the reactants needed to synthesize it. The reactants are: [Cl:1][C:2]1[N:7]=[C:6]([NH2:8])[C:5]([O:9][CH3:10])=[N:4][CH:3]=1.[Cl:11][C:12]1[C:13]([CH3:22])=[C:14]([S:18](Cl)(=[O:20])=[O:19])[CH:15]=[CH:16][CH:17]=1. (3) Given the product [CH3:1][O:8][C:9]([CH:11]1[CH2:13][CH:12]1[C:14]1[CH:15]=[CH:16][C:17]([OH:20])=[CH:18][CH:19]=1)=[O:10], predict the reactants needed to synthesize it. The reactants are: [CH2:1]([O:8][C:9]([CH:11]1[CH2:13][CH:12]1[C:14]1[CH:19]=[CH:18][C:17]([O:20]CC2C=CC=CC=2)=[CH:16][CH:15]=1)=[O:10])C1C=CC=CC=1.FC(F)(F)C(O)=O.[N+](=C)=[N-].C(OCC)C. (4) Given the product [Cl:28][C:29]1[CH:34]=[C:33]([C:8]2[CH:7]=[C:6]([C:18]3[CH:19]=[CH:20][C:21]([C:24]([F:25])([F:26])[F:27])=[CH:22][CH:23]=3)[CH:5]=[C:4]([CH:1]3[CH2:3][CH2:2]3)[N:9]=2)[CH:32]=[CH:31][N:30]=1, predict the reactants needed to synthesize it. The reactants are: [CH:1]1([C:4]2[N:9]=[C:8](OS(C(F)(F)F)(=O)=O)[CH:7]=[C:6]([C:18]3[CH:23]=[CH:22][C:21]([C:24]([F:27])([F:26])[F:25])=[CH:20][CH:19]=3)[CH:5]=2)[CH2:3][CH2:2]1.[Cl:28][C:29]1[CH:34]=[C:33](I)[CH:32]=[CH:31][N:30]=1. (5) Given the product [CH3:16][N:12]1[C:13]2[C:9](=[CH:8][C:7]([O:6][CH2:5][C:4]([OH:36])=[O:3])=[CH:15][CH:14]=2)[C:10]([C:17]2[NH:25][C:20]3=[N:21][CH:22]=[CH:23][CH:24]=[C:19]3[CH:18]=2)=[CH:11]1, predict the reactants needed to synthesize it. The reactants are: C([O:3][C:4](=[O:36])[CH2:5][O:6][C:7]1[CH:8]=[C:9]2[C:13](=[CH:14][CH:15]=1)[N:12]([CH3:16])[CH:11]=[C:10]2[C:17]1[N:25](S(C2C=CC(C)=CC=2)(=O)=O)[C:20]2=[N:21][CH:22]=[CH:23][CH:24]=[C:19]2[CH:18]=1)C.[OH-].[K+]. (6) Given the product [F:17][C:18]1[CH:26]=[CH:25][C:21]([CH2:22][CH2:23][N:10]2[CH2:11][CH2:12][CH:7]([CH2:6][CH2:5][C:4]3[CH:13]=[CH:14][CH:15]=[CH:16][C:3]=3[O:2][CH3:1])[CH2:8][CH2:9]2)=[CH:20][CH:19]=1, predict the reactants needed to synthesize it. The reactants are: [CH3:1][O:2][C:3]1[CH:16]=[CH:15][CH:14]=[CH:13][C:4]=1[CH2:5][CH2:6][CH:7]1[CH2:12][CH2:11][NH:10][CH2:9][CH2:8]1.[F:17][C:18]1[CH:26]=[CH:25][C:21]([CH2:22][CH2:23]Br)=[CH:20][CH:19]=1.C([O-])([O-])=O.[K+].[K+].